This data is from Catalyst prediction with 721,799 reactions and 888 catalyst types from USPTO. The task is: Predict which catalyst facilitates the given reaction. (1) Reactant: [OH:1][C:2]1([CH3:19])[C:7](=[O:8])[CH2:6][CH:5]([C:9]2[CH:14]=[CH:13][N:12]=[CH:11][C:10]=2[N+:15]([O-:17])=[O:16])[O:4][CH:3]1[CH3:18].[BH4-].[Na+]. Product: [CH3:18][CH:3]1[C:2]([CH3:19])([OH:1])[CH:7]([OH:8])[CH2:6][CH:5]([C:9]2[CH:14]=[CH:13][N:12]=[CH:11][C:10]=2[N+:15]([O-:17])=[O:16])[O:4]1. The catalyst class is: 653. (2) Reactant: C([N:4]1[C:12]2[C:7](=[CH:8][C:9]([O:16][CH3:17])=[C:10]([N+:13]([O-:15])=[O:14])[CH:11]=2)[CH2:6][C@@H:5]1[CH3:18])(=O)C.[ClH:19].O1CCOCC1. Product: [ClH:19].[CH3:18][C@H:5]1[CH2:6][C:7]2[C:12](=[CH:11][C:10]([N+:13]([O-:15])=[O:14])=[C:9]([O:16][CH3:17])[CH:8]=2)[NH:4]1. The catalyst class is: 5. (3) Reactant: [CH2:1]([O:3][C:4](=[O:14])[C:5]([F:13])([F:12])[CH2:6][NH:7][CH:8]1[CH2:11][CH2:10][CH2:9]1)[CH3:2].[Cl:15][C:16]1[N:21]=[C:20](Cl)[C:19]([N+:23]([O-:25])=[O:24])=[CH:18][N:17]=1.C(=O)(O)[O-].[Na+]. Product: [CH2:1]([O:3][C:4](=[O:14])[C:5]([F:13])([F:12])[CH2:6][N:7]([C:18]1[C:19]([N+:23]([O-:25])=[O:24])=[CH:20][N:21]=[C:16]([Cl:15])[N:17]=1)[CH:8]1[CH2:11][CH2:10][CH2:9]1)[CH3:2]. The catalyst class is: 13. (4) Reactant: [OH:1][C:2]1[C:3]([CH3:18])=[C:4]2[C:9](=[C:10]([CH3:13])[C:11]=1[CH3:12])[S:8][C:7]1([CH2:16][CH2:15][CH2:14]1)[CH2:6][C:5]2=O.Cl.[CH3:20][O:21][NH2:22]. Product: [CH3:20][O:21][N:22]=[C:5]1[C:4]2[C:9](=[C:10]([CH3:13])[C:11]([CH3:12])=[C:2]([OH:1])[C:3]=2[CH3:18])[S:8][C:7]2([CH2:16][CH2:15][CH2:14]2)[CH2:6]1. The catalyst class is: 17. (5) Reactant: [F:1][C:2]1[CH:3]=[C:4](B(O)O)[CH:5]=[CH:6][C:7]=1[O:8][CH3:9].[O-]P([O-])([O-])=O.[K+].[K+].[K+].[CH3:21][Si:22]([CH3:68])([CH3:67])[CH2:23][CH2:24][O:25][CH2:26][N:27]([CH2:59][O:60][CH2:61][CH2:62][Si:63]([CH3:66])([CH3:65])[CH3:64])[C:28]1[N:33]2[N:34]=[CH:35][C:36]([C:37]3[CH:38]=[N:39][C:40](Cl)=[CH:41][CH:42]=3)=[C:32]2[N:31]=[C:30]([CH:44]2[CH2:50][CH:49]3[N:51]([C:52]([O:54][C:55]([CH3:58])([CH3:57])[CH3:56])=[O:53])[CH:46]([CH2:47][CH2:48]3)[CH2:45]2)[CH:29]=1. Product: [CH3:66][Si:63]([CH3:64])([CH3:65])[CH2:62][CH2:61][O:60][CH2:59][N:27]([CH2:26][O:25][CH2:24][CH2:23][Si:22]([CH3:21])([CH3:68])[CH3:67])[C:28]1[N:33]2[N:34]=[CH:35][C:36]([C:37]3[CH:38]=[N:39][C:40]([C:4]4[CH:5]=[CH:6][C:7]([O:8][CH3:9])=[C:2]([F:1])[CH:3]=4)=[CH:41][CH:42]=3)=[C:32]2[N:31]=[C:30]([CH:44]2[CH2:50][CH:49]3[N:51]([C:52]([O:54][C:55]([CH3:58])([CH3:57])[CH3:56])=[O:53])[CH:46]([CH2:47][CH2:48]3)[CH2:45]2)[CH:29]=1. The catalyst class is: 669. (6) Reactant: C[O:2][C:3]1[CH:4]=[C:5]2[C:10](=[CH:11][CH:12]=1)[N:9]=[C:8]([C:13]1[CH:21]=[CH:20][C:16]([C:17]([OH:19])=[O:18])=[CH:15][CH:14]=1)[N:7]=[C:6]2[CH3:22].B(Br)(Br)Br. Product: [OH:2][C:3]1[CH:4]=[C:5]2[C:10](=[CH:11][CH:12]=1)[N:9]=[C:8]([C:13]1[CH:14]=[CH:15][C:16]([C:17]([OH:19])=[O:18])=[CH:20][CH:21]=1)[N:7]=[C:6]2[CH3:22]. The catalyst class is: 2.